Task: Binary Classification. Given a T-cell receptor sequence (or CDR3 region) and an epitope sequence, predict whether binding occurs between them.. Dataset: TCR-epitope binding with 47,182 pairs between 192 epitopes and 23,139 TCRs (1) The epitope is YVLDHLIVV. The TCR CDR3 sequence is CASTGGSGYTF. Result: 1 (the TCR binds to the epitope). (2) The epitope is ISPRTLNAW. The TCR CDR3 sequence is CASSTGFSEQFF. Result: 0 (the TCR does not bind to the epitope).